This data is from Reaction yield outcomes from USPTO patents with 853,638 reactions. The task is: Predict the reaction yield, written as a fraction of the theoretical maximum amount of product (1.0 means a 100% yield; for example, 0.34 means a 34% yield). (1) The reactants are [CH:1]([Li])([CH2:3][CH3:4])[CH3:2].CO[N:8](C)[C:9](=O)[CH2:10][CH3:11].FC(F)(F)C(O)=O.[CH2:21]1[CH2:25][O:24][CH2:23][CH2:22]1. The catalyst is ClCCl. The product is [CH2:3]([C:1]1[NH:8][C:9]2[C:22]([CH:2]=1)=[CH:21][C:25]([O:24][CH3:23])=[CH:11][CH:10]=2)[CH3:4]. The yield is 0.350. (2) The reactants are [OH:1][CH2:2][C:3]1[C:4]([C:16]2[CH:21]=[CH:20][CH:19]=[CH:18][C:17]=2[O:22][CH3:23])=[CH:5][CH:6]=[C:7]2[C:12]=1[NH:11][C:10](=[O:13])[C:9]([CH3:15])([CH3:14])[NH:8]2.C(N(CC)CC)C.[C:31](Cl)(=[O:38])[C:32]1[CH:37]=[CH:36][CH:35]=[CH:34][CH:33]=1.C(OCC)(=O)C. The catalyst is O1CCCC1.O. The product is [C:31]([O:1][CH2:2][C:3]1[C:4]([C:16]2[CH:21]=[CH:20][CH:19]=[CH:18][C:17]=2[O:22][CH3:23])=[CH:5][CH:6]=[C:7]2[C:12]=1[NH:11][C:10](=[O:13])[C:9]([CH3:14])([CH3:15])[NH:8]2)(=[O:38])[C:32]1[CH:37]=[CH:36][CH:35]=[CH:34][CH:33]=1. The yield is 0.760.